The task is: Predict the reactants needed to synthesize the given product.. This data is from Full USPTO retrosynthesis dataset with 1.9M reactions from patents (1976-2016). (1) Given the product [CH2:16]([O:15][C@H:13]1[CH2:12][CH2:11][N:10]([CH2:18][C:19]2[C:27]([O:28][CH3:29])=[CH:26][C:25]([CH3:30])=[C:24]3[C:20]=2[CH:21]=[CH:22][NH:23]3)[C@H:9]([C:6]2[CH:5]=[CH:4][C:3]([C:1]#[N:2])=[CH:8][CH:7]=2)[CH2:14]1)[CH3:17], predict the reactants needed to synthesize it. The reactants are: [C:1]([C:3]1[CH:8]=[CH:7][C:6]([C@@H:9]2[CH2:14][C@@H:13]([O:15][CH2:16][CH3:17])[CH2:12][CH2:11][N:10]2[CH2:18][C:19]2[C:27]([O:28][CH3:29])=[CH:26][C:25]([CH3:30])=[C:24]3[C:20]=2[CH:21]=[CH:22][N:23]3C(OC(C)(C)C)=O)=[CH:5][CH:4]=1)#[N:2].C(O)(C(F)(F)F)=O. (2) Given the product [Cl:1][C:2]1[CH:3]=[C:4]([C:33]2[CH:34]=[CH:35][C:36]([C:39]([N:48]3[CH2:49][CH2:50][CH:45]([C:44]([F:52])([F:51])[F:43])[CH2:46][CH2:47]3)=[O:40])=[CH:37][CH:38]=2)[CH:5]=[C:6]([Cl:32])[C:7]=1[CH2:8][C@@H:9]1[CH2:13][CH2:12][N:11]([C@H:14]2[CH2:19][CH2:18][C@H:17]([O:20][Si:21]([CH:22]([CH3:23])[CH3:24])([CH:28]([CH3:30])[CH3:29])[CH:25]([CH3:26])[CH3:27])[CH2:16][CH2:15]2)[C:10]1=[O:31], predict the reactants needed to synthesize it. The reactants are: [Cl:1][C:2]1[CH:3]=[C:4]([C:33]2[CH:38]=[CH:37][C:36]([C:39](O)=[O:40])=[CH:35][CH:34]=2)[CH:5]=[C:6]([Cl:32])[C:7]=1[CH2:8][C@@H:9]1[CH2:13][CH2:12][N:11]([C@H:14]2[CH2:19][CH2:18][C@H:17]([O:20][Si:21]([CH:28]([CH3:30])[CH3:29])([CH:25]([CH3:27])[CH3:26])[CH:22]([CH3:24])[CH3:23])[CH2:16][CH2:15]2)[C:10]1=[O:31].Cl.[F:43][C:44]([F:52])([F:51])[CH:45]1[CH2:50][CH2:49][NH:48][CH2:47][CH2:46]1.